This data is from Forward reaction prediction with 1.9M reactions from USPTO patents (1976-2016). The task is: Predict the product of the given reaction. (1) Given the reactants [CH2:1]([C:4]1[CH:9]=[CH:8][N+:7]([O-])=[CH:6][CH:5]=1)[CH2:2][CH3:3].[Si]([C:15]#[N:16])(C)(C)C.N(C(Cl)=O)(C)C, predict the reaction product. The product is: [CH2:1]([C:4]1[CH:9]=[CH:8][N:7]=[C:6]([C:15]#[N:16])[CH:5]=1)[CH2:2][CH3:3]. (2) Given the reactants C(#N)C.CC1C=CC(C(C)C)=CC=1.[F:14][C:15]([F:25])([F:24])[C:16](=[O:23])[CH2:17][C:18]([O:20][CH2:21][CH3:22])=[O:19], predict the reaction product. The product is: [F:14][C:15]([F:24])([F:25])[CH:16]([OH:23])[CH2:17][C:18]([O:20][CH2:21][CH3:22])=[O:19]. (3) The product is: [CH2:14]([O:12][C:11]([C@H:9]1[C@H:7]([OH:8])[C@@H:5]([OH:6])[C@H:3]([OH:4])[C@H:2]([OH:1])[O:10]1)=[O:13])[C:15]1[CH:20]=[CH:19][CH:18]=[CH:17][CH:16]=1. Given the reactants [O:1]=[CH:2][C@@H:3]([C@H:5]([C@@H:7]([C@@H:9]([C:11]([OH:13])=[O:12])[OH:10])[OH:8])[OH:6])[OH:4].[CH2:14](Br)[C:15]1[CH:20]=[CH:19][CH:18]=[CH:17][CH:16]=1, predict the reaction product. (4) The product is: [F:24][C:25]1[CH:33]=[C:32]2[C:28]([C:29]([C:34]3[CH:35]=[CH:36][C:37]([NH:40][CH2:48][CH2:49][S:50]([CH3:53])(=[O:52])=[O:51])=[N:38][CH:39]=3)=[CH:30][NH:31]2)=[CH:27][CH:26]=1. Given the reactants FC1C=C2C(C(C3C=CC(N4CCC(N)CC4)=NC=3)=CN2)=CC=1.[F:24][C:25]1[CH:33]=[C:32]2[C:28]([C:29]([C:34]3[CH:35]=[CH:36][C:37]([N:40]([CH2:48][CH2:49][S:50]([CH3:53])(=[O:52])=[O:51])C(=O)OC(C)(C)C)=[N:38][CH:39]=3)=[CH:30][NH:31]2)=[CH:27][CH:26]=1, predict the reaction product. (5) Given the reactants [O:1]1[CH2:5][CH2:4][CH:3](C(O)=O)[CH2:2]1.C1(P(N=[N+]=[N-])(C2C=CC=CC=2)=[O:16])C=CC=CC=1.[CH2:26]([OH:33])[C:27]1[CH:32]=[CH:31][CH:30]=[CH:29][CH:28]=1.C([N:36]([CH2:39]C)CC)C, predict the reaction product. The product is: [CH2:26]([O:33][C:39]([NH:36][CH:3]1[CH2:4][CH2:5][O:1][CH2:2]1)=[O:16])[C:27]1[CH:32]=[CH:31][CH:30]=[CH:29][CH:28]=1. (6) The product is: [CH3:1][O:2][C:3](=[O:13])[C:4]1[CH:5]=[C:6]([CH:20]=[CH2:21])[C:7]([NH2:11])=[C:8]([F:10])[CH:9]=1. Given the reactants [CH3:1][O:2][C:3](=[O:13])[C:4]1[CH:9]=[C:8]([F:10])[C:7]([NH2:11])=[C:6](Br)[CH:5]=1.C([O-])([O-])=O.[Cs+].[Cs+].[CH2:20]1COC[CH2:21]1.O, predict the reaction product. (7) Given the reactants [C:1]([C:4]1[CH:9]=[CH:8][C:7]([N:10]2[CH2:15][C@@H:14]3[CH2:16][C@H:11]2[CH2:12][N:13]3[C:17]([O:19][C:20]([CH3:23])([CH3:22])[CH3:21])=[O:18])=[CH:6][CH:5]=1)(=[O:3])[CH3:2].C(O[CH:29](N(C)C)[N:30]([CH3:32])[CH3:31])(C)(C)C, predict the reaction product. The product is: [C:20]([O:19][C:17]([N:13]1[CH2:12][CH:11]2[CH2:16][CH:14]1[CH2:15][N:10]2[C:7]1[CH:6]=[CH:5][C:4]([C:1](=[O:3])[CH:2]=[CH:29][N:30]([CH3:32])[CH3:31])=[CH:9][CH:8]=1)=[O:18])([CH3:23])([CH3:22])[CH3:21]. (8) Given the reactants [CH:1]([C:4]1[O:8][C:7]([C@H:9]2[CH2:14][CH2:13][C@H:12]([C:15]([O:17]C)=O)[CH2:11][CH2:10]2)=[N:6][N:5]=1)([CH3:3])[CH3:2].[CH2:19]([NH2:22])[CH2:20][NH2:21], predict the reaction product. The product is: [NH2:21][CH2:20][CH2:19][NH:22][C:15]([C@H:12]1[CH2:11][CH2:10][C@H:9]([C:7]2[O:8][C:4]([CH:1]([CH3:2])[CH3:3])=[N:5][N:6]=2)[CH2:14][CH2:13]1)=[O:17]. (9) Given the reactants Br[C:2]1[S:6][C:5]([S:7]([NH:10][C:11]2[CH:16]=[CH:15][CH:14]=[C:13]([C:17]3[NH:21][N:20]=[N:19][N:18]=3)[CH:12]=2)(=[O:9])=[O:8])=[CH:4][CH:3]=1.[N:22]1[CH:27]=[CH:26][C:25](B(O)O)=[CH:24][CH:23]=1, predict the reaction product. The product is: [N:22]1[CH:27]=[CH:26][C:25]([C:2]2[S:6][C:5]([S:7]([NH:10][C:11]3[CH:16]=[CH:15][CH:14]=[C:13]([C:17]4[NH:21][N:20]=[N:19][N:18]=4)[CH:12]=3)(=[O:9])=[O:8])=[CH:4][CH:3]=2)=[CH:24][CH:23]=1.